From a dataset of Full USPTO retrosynthesis dataset with 1.9M reactions from patents (1976-2016). Predict the reactants needed to synthesize the given product. (1) Given the product [NH2:8][C:7]1[C:2]([C:10]#[N:11])=[N:3][CH:4]=[C:5]([CH3:9])[CH:6]=1, predict the reactants needed to synthesize it. The reactants are: Cl[C:2]1[C:7]([NH2:8])=[CH:6][C:5]([CH3:9])=[CH:4][N:3]=1.[CH3:10][N:11](C=O)C. (2) Given the product [Br:38][C:21]1[S:20][C:19]([N:11]([CH2:10][C@@H:9]([NH:8][C:6]([O:5][C:1]([CH3:2])([CH3:3])[CH3:4])=[O:7])[CH2:27][C:28]2[CH:29]=[N:30][C:31]([C:34]([F:35])([F:36])[F:37])=[CH:32][CH:33]=2)[C:12](=[O:18])[O:13][C:14]([CH3:17])([CH3:16])[CH3:15])=[N:23][C:22]=1[C:24]#[C:25][CH3:26], predict the reactants needed to synthesize it. The reactants are: [C:1]([O:5][C:6]([NH:8][C@@H:9]([CH2:27][C:28]1[CH:29]=[N:30][C:31]([C:34]([F:37])([F:36])[F:35])=[CH:32][CH:33]=1)[CH2:10][N:11]([C:19]1[S:20][CH:21]=[C:22]([C:24]#[C:25][CH3:26])[N:23]=1)[C:12](=[O:18])[O:13][C:14]([CH3:17])([CH3:16])[CH3:15])=[O:7])([CH3:4])([CH3:3])[CH3:2].[Br:38]N1C(=O)CCC1=O. (3) Given the product [C:1]([SiH2:5][O:6][C:7]([C:28]1[CH:33]=[CH:32][CH:31]=[CH:30][CH:29]=1)([C:34]1[CH:35]=[CH:36][CH:37]=[CH:38][CH:39]=1)[CH:8]1[CH:9]([O:27][C:52](=[O:53])[CH:48]([NH:47][C:40]([O:42][C:43]([CH3:44])([CH3:46])[CH3:45])=[O:41])[CH:49]([CH3:51])[CH3:50])[C:10]([OH:26])([CH3:25])[CH:11]([N:13]2[CH:18]=[CH:17][C:16]([N:19]=[CH:20][N:21]([CH3:22])[CH3:23])=[N:15][C:14]2=[O:24])[O:12]1)([CH3:2])([CH3:3])[CH3:4], predict the reactants needed to synthesize it. The reactants are: [C:1]([SiH2:5][O:6][C:7]([C:34]1[CH:39]=[CH:38][CH:37]=[CH:36][CH:35]=1)([C:28]1[CH:33]=[CH:32][CH:31]=[CH:30][CH:29]=1)[CH:8]1[O:12][CH:11]([N:13]2[CH:18]=[CH:17][C:16]([N:19]=[CH:20][N:21]([CH3:23])[CH3:22])=[N:15][C:14]2=[O:24])[C:10]([OH:26])([CH3:25])[CH:9]1[OH:27])([CH3:4])([CH3:3])[CH3:2].[C:40]([NH:47][C@H:48]([C:52](O)=[O:53])[CH:49]([CH3:51])[CH3:50])([O:42][C:43]([CH3:46])([CH3:45])[CH3:44])=[O:41]. (4) Given the product [Si:1]([O:8][CH2:9][C:10]1[CH:16]=[CH:15][C:13]([NH:14][CH2:19][C:21]2[CH:22]=[CH:23][C:24]([NH:27][C:28](=[O:34])[O:29][C:30]([CH3:32])([CH3:31])[CH3:33])=[CH:25][CH:26]=2)=[C:12]([O:17][CH3:18])[CH:11]=1)([C:4]([CH3:7])([CH3:6])[CH3:5])([CH3:2])[CH3:3], predict the reactants needed to synthesize it. The reactants are: [Si:1]([O:8][CH2:9][C:10]1[CH:16]=[CH:15][C:13]([NH2:14])=[C:12]([O:17][CH3:18])[CH:11]=1)([C:4]([CH3:7])([CH3:6])[CH3:5])([CH3:3])[CH3:2].[CH:19]([C:21]1[CH:26]=[CH:25][C:24]([NH:27][C:28](=[O:34])[O:29][C:30]([CH3:33])([CH3:32])[CH3:31])=[CH:23][CH:22]=1)=O.[O-]S([O-])(=O)=O.[Mg+2].[O-]S([O-])(=O)=O.[Na+].[Na+].[BH4-].[Na+].N#N.